From a dataset of Catalyst prediction with 721,799 reactions and 888 catalyst types from USPTO. Predict which catalyst facilitates the given reaction. (1) Reactant: [F:1][C:2]1[C:10]([N+:11]([O-])=O)=[CH:9][CH:8]=[C:7]2[C:3]=1[C:4]([CH3:16])([CH3:15])[C:5](=[O:14])[NH:6]2. Product: [NH2:11][C:10]1[C:2]([F:1])=[C:3]2[C:7](=[CH:8][CH:9]=1)[NH:6][C:5](=[O:14])[C:4]2([CH3:15])[CH3:16]. The catalyst class is: 43. (2) The catalyst class is: 3. Reactant: [CH2:1]([CH:3]([CH2:20][CH2:21][CH3:22])[CH2:4][C@H:5]([CH2:9][N:10]([CH:18]=[O:19])[O:11][CH:12]1[CH2:17][CH2:16][CH2:15][CH2:14][O:13]1)[C:6]([OH:8])=O)C.[Cl:23][C:24]1[N:29]=[C:28]([N:30]([N:37]2[CH2:42][CH2:41][N:40]([CH3:43])[CH2:39][CH2:38]2)[CH2:31][C:32]2[S:33][CH:34]=[CH:35][N:36]=2)[C:27]([F:44])=[C:26]([NH:45][NH2:46])[N:25]=1.CN1CCOCC1.C1C=NC2N(O)N=NC=2C=1.C(Cl)CCl. Product: [Cl:23][C:24]1[N:25]=[C:26]([NH:45][NH:46][C:6](=[O:8])[C@H:5]([CH2:4][CH:3]2[CH2:1][CH2:22][CH2:21][CH2:20]2)[CH2:9][N:10]([O:11][CH:12]2[CH2:17][CH2:16][CH2:15][CH2:14][O:13]2)[CH:18]=[O:19])[C:27]([F:44])=[C:28]([N:30]([N:37]2[CH2:42][CH2:41][N:40]([CH3:43])[CH2:39][CH2:38]2)[CH2:31][C:32]2[S:33][CH:34]=[CH:35][N:36]=2)[N:29]=1.